The task is: Predict the reactants needed to synthesize the given product.. This data is from Full USPTO retrosynthesis dataset with 1.9M reactions from patents (1976-2016). Given the product [CH3:10][O:11][C:12](=[O:13])[NH:14][C:15]1[NH:8][C:7]2[CH:6]=[CH:5][C:4]([OH:9])=[CH:3][C:2]=2[N:1]=1, predict the reactants needed to synthesize it. The reactants are: [NH2:1][C:2]1[CH:3]=[C:4]([OH:9])[CH:5]=[CH:6][C:7]=1[NH2:8].[CH3:10][O:11][C:12]([NH:14][C:15](=NC(OC)=O)SC)=[O:13].